This data is from Forward reaction prediction with 1.9M reactions from USPTO patents (1976-2016). The task is: Predict the product of the given reaction. (1) Given the reactants Cl[C:2]1[CH:3]=[C:4]([CH:8]=[CH:9][CH:10]=1)[C:5]([OH:7])=[O:6].[NH2:11][C:12]1[CH:17]=[CH:16][CH:15]=[CH:14][C:13]=1B(O)O.C([O-])([O-])=O.[K+].[K+], predict the reaction product. The product is: [NH2:11][C:12]1[CH:17]=[CH:16][CH:15]=[CH:14][C:13]=1[C:2]1[CH:10]=[CH:9][CH:8]=[C:4]([C:5]([OH:7])=[O:6])[CH:3]=1. (2) The product is: [NH2:15][C:11]1[N:10]=[C:9]([NH:8][C:4]2[CH:3]=[C:2]([NH:20][C:19]3[CH:21]=[CH:22][C:23]([F:24])=[C:17]([Cl:16])[CH:18]=3)[N:7]=[CH:6][N:5]=2)[CH:14]=[CH:13][CH:12]=1. Given the reactants Cl[C:2]1[N:7]=[CH:6][N:5]=[C:4]([NH:8][C:9]2[CH:14]=[CH:13][CH:12]=[C:11]([NH2:15])[N:10]=2)[CH:3]=1.[Cl:16][C:17]1[CH:18]=[C:19]([CH:21]=[CH:22][C:23]=1[F:24])[NH2:20], predict the reaction product.